Dataset: Catalyst prediction with 721,799 reactions and 888 catalyst types from USPTO. Task: Predict which catalyst facilitates the given reaction. (1) Reactant: [C:1](/[CH:3]=[CH:4]/[S:5]([C:8]1[CH:13]=[CH:12][C:11]([C:14]([CH3:19])([CH3:18])[C:15]([OH:17])=O)=[CH:10][CH:9]=1)(=[O:7])=[O:6])#[N:2].[C:20]1([CH2:26][CH2:27][NH2:28])[CH:25]=[CH:24][CH:23]=[CH:22][CH:21]=1.Cl.CN(C)CCCN=C=NCC.ON1C2C=CC=CC=2N=N1. Product: [C:1](/[CH:3]=[CH:4]/[S:5]([C:8]1[CH:9]=[CH:10][C:11]([C:14]([CH3:19])([CH3:18])[C:15]([NH:28][CH2:27][CH2:26][C:20]2[CH:25]=[CH:24][CH:23]=[CH:22][CH:21]=2)=[O:17])=[CH:12][CH:13]=1)(=[O:6])=[O:7])#[N:2]. The catalyst class is: 2. (2) Reactant: [Br:1][C:2]1[CH:7]=[C:6]([CH:8]([C:11]2[CH:16]=[CH:15][CH:14]=[CH:13][CH:12]=2)[CH:9]=[CH2:10])[C:5]([OH:17])=[C:4]([N+:18]([O-:20])=[O:19])[CH:3]=1.C(=O)([O-])[O-].[K+].[K+].I[CH2:28][CH2:29][CH3:30]. Product: [CH2:30]([O:17][C:5]1[C:6]([CH:8]([C:11]2[CH:16]=[CH:15][CH:14]=[CH:13][CH:12]=2)[CH:9]=[CH2:10])=[CH:7][C:2]([Br:1])=[CH:3][C:4]=1[N+:18]([O-:20])=[O:19])[CH:29]=[CH2:28]. The catalyst class is: 3. (3) Reactant: [NH2:1][CH2:2][CH2:3][CH2:4][OH:5].[C:6](O[C:6]([O:8][C:9]([CH3:12])([CH3:11])[CH3:10])=[O:7])([O:8][C:9]([CH3:12])([CH3:11])[CH3:10])=[O:7]. Product: [C:6]([NH:1][CH2:2][CH2:3][CH2:4][OH:5])([O:8][C:9]([CH3:12])([CH3:11])[CH3:10])=[O:7]. The catalyst class is: 22. (4) Product: [C:18]([N:22]1[C:31]2[C:26](=[CH:27][C:28]([O:7][CH2:1][CH2:2][O:3][CH2:4][CH2:5][OH:6])=[C:29]([Cl:32])[CH:30]=2)[C:25](=[O:34])[C:24]([C:35]([OH:37])=[O:36])=[CH:23]1)([CH3:21])([CH3:19])[CH3:20]. Reactant: [CH2:1]([OH:7])[CH2:2][O:3][CH2:4][CH2:5][OH:6].CS(C)=O.O(C(C)(C)C)[K].[C:18]([N:22]1[C:31]2[C:26](=[CH:27][C:28](F)=[C:29]([Cl:32])[CH:30]=2)[C:25](=[O:34])[C:24]([C:35]([OH:37])=[O:36])=[CH:23]1)([CH3:21])([CH3:20])[CH3:19]. The catalyst class is: 6. (5) Product: [S:9]1[CH:8]=[C:7]([C:17](=[O:18])[CH2:16][C:10]2[CH:15]=[CH:14][CH:13]=[CH:12][CH:11]=2)[C:5]2[CH:6]=[CH:1][CH:2]=[CH:3][C:4]1=2. Reactant: [CH:1]1[CH:2]=[CH:3][C:4]2[S:9][CH:8]=[CH:7][C:5]=2[CH:6]=1.[C:10]1([CH2:16][C:17](Cl)=[O:18])[CH:15]=[CH:14][CH:13]=[CH:12][CH:11]=1.[Cl-].[Cl-].[Cl-].[Al+3].[C@H](O)(C([O-])=O)[C@@H](O)C([O-])=O.[Na+].[K+]. The catalyst class is: 68.